From a dataset of Reaction yield outcomes from USPTO patents with 853,638 reactions. Predict the reaction yield, written as a fraction of the theoretical maximum amount of product (1.0 means a 100% yield; for example, 0.34 means a 34% yield). The reactants are [F:1][C:2]1[CH:3]=[C:4]([CH:6]=[CH:7][C:8]=1[S:9]([CH3:12])(=[O:11])=[O:10])[NH2:5].[N:13]([O-])=O.[Na+].S([O-])([O-])=O.[Na+].[Na+].C([O-])([O-])=O.[Na+].[Na+]. The catalyst is Cl.O.[OH-].[Na+]. The product is [F:1][C:2]1[CH:3]=[C:4]([NH:5][NH2:13])[CH:6]=[CH:7][C:8]=1[S:9]([CH3:12])(=[O:11])=[O:10]. The yield is 0.570.